Dataset: Catalyst prediction with 721,799 reactions and 888 catalyst types from USPTO. Task: Predict which catalyst facilitates the given reaction. (1) Reactant: [NH2:1][CH2:2][CH2:3][NH:4][C@:5]12[CH2:40][CH2:39][C@@H:38]([C:41]([CH3:43])=[CH2:42])[C@@H:6]1[C@@H:7]1[C@@:20]([CH3:23])([CH2:21][CH2:22]2)[C@@:19]2([CH3:24])[C@@H:10]([C@:11]3([CH3:37])[C@@H:16]([CH2:17][CH2:18]2)[C:15]([CH3:26])([CH3:25])[C:14]([C:27]2[CH:36]=[CH:35][C:30]([C:31]([O:33]C)=[O:32])=[CH:29][CH:28]=2)=[CH:13][CH2:12]3)[CH2:9][CH2:8]1.CCN(C(C)C)C(C)C.[CH3:53][S:54](Cl)(=[O:56])=[O:55]. Product: [CH3:23][C@:20]12[C@@:19]3([CH3:24])[C@@H:10]([C@:11]4([CH3:37])[C@@H:16]([CH2:17][CH2:18]3)[C:15]([CH3:26])([CH3:25])[C:14]([C:27]3[CH:28]=[CH:29][C:30]([C:31]([OH:33])=[O:32])=[CH:35][CH:36]=3)=[CH:13][CH2:12]4)[CH2:9][CH2:8][C@@H:7]1[C@H:6]1[C@H:38]([C:41]([CH3:43])=[CH2:42])[CH2:39][CH2:40][C@:5]1([NH:4][CH2:3][CH2:2][NH:1][S:54]([CH3:53])(=[O:56])=[O:55])[CH2:22][CH2:21]2. The catalyst class is: 46. (2) Reactant: Cl.C([O:9][C:10](=[O:29])[C@H:11]([CH3:28])[CH2:12][C@H:13]([NH2:27])[CH2:14][C:15]1[CH:20]=[CH:19][C:18]([C:21]2[CH:26]=[CH:25][CH:24]=[CH:23][CH:22]=2)=[CH:17][CH:16]=1)C1C=CC=CC=1.[C:30]([O:33][C@@H:34]1[C:38](=[O:39])[O:37][C:36](=[O:40])[C@H:35]1[O:41][C:42](=[O:44])[CH3:43])(=[O:32])[CH3:31].C(Cl)Cl.N1C=CC=CC=1.CO. Product: [C:18]1([C:21]2[CH:22]=[CH:23][CH:24]=[CH:25][CH:26]=2)[CH:17]=[CH:16][C:15]([CH2:14][C@@H:13]([NH:27][C:38](=[O:39])[C@@H:34]([O:33][C:30](=[O:32])[CH3:31])[C@H:35]([O:41][C:42](=[O:44])[CH3:43])[C:36]([OH:37])=[O:40])[CH2:12][C@@H:11]([CH3:28])[C:10]([OH:29])=[O:9])=[CH:20][CH:19]=1. The catalyst class is: 78. (3) Reactant: [C:1]1([C:7](=O)[CH2:8][CH:9]([C:12]#[N:13])[C:10]#[N:11])[CH:6]=[CH:5][CH:4]=[CH:3][CH:2]=1.C(N(CC)CC)C.CO.[CH:24]1[C:33]2[C:28](=[CH:29][CH:30]=[CH:31][CH:32]=2)[CH:27]=[CH:26][C:25]=1[SH:34]. Product: [CH:24]1[C:33]2[C:28](=[CH:29][CH:30]=[CH:31][CH:32]=2)[CH:27]=[CH:26][C:25]=1[S:34][C:10]1[NH:11][C:7]([C:1]2[CH:6]=[CH:5][CH:4]=[CH:3][CH:2]=2)=[CH:8][C:9]=1[C:12]#[N:13]. The catalyst class is: 6. (4) Reactant: [NH:1]([C:8]([O:10][C:11]([CH3:14])([CH3:13])[CH3:12])=[O:9])[C@H:2]([C:5]([OH:7])=O)[CH2:3][NH2:4].Cl.[NH2:16][C@H:17]([C:25]([O:27][CH3:28])=[O:26])[CH2:18][C:19]1[CH:24]=[CH:23][CH:22]=[CH:21][CH:20]=1.CCOC(OC(OCC)=O)=O.CCN(C(C)C)C(C)C. Product: [NH:1]([C:8]([O:10][C:11]([CH3:14])([CH3:13])[CH3:12])=[O:9])[C@H:2]([C:5]([NH:16][C@H:17]([C:25]([O:27][CH3:28])=[O:26])[CH2:18][C:19]1[CH:24]=[CH:23][CH:22]=[CH:21][CH:20]=1)=[O:7])[CH2:3][NH2:4]. The catalyst class is: 124. (5) Reactant: [CH2:1]([N:8]1[CH:14]2[CH2:15][CH2:16][CH2:17][CH:9]1[CH2:10][NH:11][CH2:12][CH2:13]2)[C:2]1[CH:7]=[CH:6][CH:5]=[CH:4][CH:3]=1.[C:18](O[C:18](=[O:21])[CH2:19][CH3:20])(=[O:21])[CH2:19][CH3:20].[OH-].[Na+]. Product: [CH2:1]([N:8]1[CH:14]2[CH2:15][CH2:16][CH2:17][CH:9]1[CH2:10][N:11]([C:18](=[O:21])[CH2:19][CH3:20])[CH2:12][CH2:13]2)[C:2]1[CH:3]=[CH:4][CH:5]=[CH:6][CH:7]=1. The catalyst class is: 4. (6) Reactant: [C:1]([O:5][C:6]([N:8]1[CH2:13][CH2:12][C:11](=O)[CH2:10][CH2:9]1)=[O:7])([CH3:4])([CH3:3])[CH3:2].[CH2:15]([NH2:22])[C:16]1[CH:21]=[CH:20][CH:19]=[CH:18][CH:17]=1.C(O)(=O)C.C(O[BH-](OC(=O)C)OC(=O)C)(=O)C.[Na+].[OH-].[Na+]. Product: [CH2:15]([NH:22][CH:11]1[CH2:12][CH2:13][N:8]([C:6]([O:5][C:1]([CH3:4])([CH3:3])[CH3:2])=[O:7])[CH2:9][CH2:10]1)[C:16]1[CH:21]=[CH:20][CH:19]=[CH:18][CH:17]=1. The catalyst class is: 4.